Predict which catalyst facilitates the given reaction. From a dataset of Catalyst prediction with 721,799 reactions and 888 catalyst types from USPTO. (1) Reactant: [CH:1]1([CH:7]([C:19]2[CH:23]=[C:22]([C:24]3[CH:29]=[CH:28][N:27]=[CH:26][CH:25]=3)[O:21][C:20]=2[CH3:30])[O:8][C:9]2[CH:18]=[CH:17][C:12]([C:13]([O:15]C)=[O:14])=[CH:11][CH:10]=2)[CH2:6][CH2:5][CH2:4][CH2:3][CH2:2]1.[OH-].[Na+].O.Cl. Product: [CH:1]1([CH:7]([C:19]2[CH:23]=[C:22]([C:24]3[CH:29]=[CH:28][N:27]=[CH:26][CH:25]=3)[O:21][C:20]=2[CH3:30])[O:8][C:9]2[CH:10]=[CH:11][C:12]([C:13]([OH:15])=[O:14])=[CH:17][CH:18]=2)[CH2:6][CH2:5][CH2:4][CH2:3][CH2:2]1. The catalyst class is: 111. (2) Reactant: C([SiH](CC)CC)C.C(O)(C(F)(F)F)=O.[Br:15][CH2:16][C:17]([C:19]1[CH:24]=[CH:23][CH:22]=[CH:21][C:20]=1[O:25][CH3:26])=O.[OH-].[Na+]. Product: [Br:15][CH2:16][CH2:17][C:19]1[CH:24]=[CH:23][CH:22]=[CH:21][C:20]=1[O:25][CH3:26]. The catalyst class is: 250. (3) Reactant: [C:1]1([N:7]2[CH:20]=[C:10]3[N:11]([CH2:17][CH2:18][CH3:19])[C:12](=[O:16])[NH:13][C:14](=[O:15])[C:9]3=[N+:8]2[O-])[CH:6]=[CH:5][CH:4]=[CH:3][CH:2]=1. Product: [C:1]1([N:7]2[CH:20]=[C:10]3[N:11]([CH2:17][CH2:18][CH3:19])[C:12](=[O:16])[NH:13][C:14](=[O:15])[C:9]3=[N:8]2)[CH:2]=[CH:3][CH:4]=[CH:5][CH:6]=1. The catalyst class is: 178. (4) Reactant: [F:1][C:2]([F:14])([F:13])[CH2:3][O:4][C:5]1[N:10]=[C:9]([CH2:11]O)[CH:8]=[CH:7][CH:6]=1.S(Cl)([Cl:17])=O. Product: [Cl:17][CH2:11][C:9]1[CH:8]=[CH:7][CH:6]=[C:5]([O:4][CH2:3][C:2]([F:14])([F:13])[F:1])[N:10]=1. The catalyst class is: 4.